From a dataset of Reaction yield outcomes from USPTO patents with 853,638 reactions. Predict the reaction yield, written as a fraction of the theoretical maximum amount of product (1.0 means a 100% yield; for example, 0.34 means a 34% yield). (1) The reactants are [N:1]1([C:8]([O:10]C(C)(C)C)=O)[CH2:7][CH2:6][CH2:5][NH:4][CH2:3][CH2:2]1.CC1C=CC(S(O[CH2:26][CH:27]2[CH2:32][CH2:31][CH2:30][N:29]([CH2:33][CH3:34])[CH2:28]2)(=O)=O)=CC=1.C(=O)([O-])[O-].[K+].[K+].C(N(C(C)C)CC)(C)C.[Cl:50][C:51]1[CH:52]=[C:53]([N:58]=C=O)[CH:54]=[CH:55][C:56]=1[Cl:57]. The catalyst is C(#N)C.ClCCl.CN(C)C=O. The product is [Cl:50][C:51]1[CH:52]=[C:53]([NH:58][C:8]([N:1]2[CH2:7][CH2:6][CH2:5][N:4]([CH2:26][CH:27]3[CH2:32][CH2:31][CH2:30][N:29]([CH2:33][CH3:34])[CH2:28]3)[CH2:3][CH2:2]2)=[O:10])[CH:54]=[CH:55][C:56]=1[Cl:57]. The yield is 0.560. (2) The reactants are [H-].[Al+3].[Li+].[H-].[H-].[H-].[C:7](OC)(=[O:25])[CH2:8][CH2:9][CH2:10][CH2:11][CH2:12][CH2:13][CH2:14]/[CH:15]=[CH:16]\[CH:17]=[CH:18]\[CH2:19][CH2:20][CH2:21][CH2:22][CH2:23][CH3:24]. The catalyst is CCOCC. The product is [CH2:7]([OH:25])[CH2:8][CH2:9][CH2:10][CH2:11][CH2:12][CH2:13][CH2:14][CH:15]=[CH:16][CH:17]=[CH:18][CH2:19][CH2:20][CH2:21][CH2:22][CH2:23][CH3:24]. The yield is 0.920. (3) The yield is 0.900. The product is [C:6]([OH:16])(=[O:13])[C:7]1[CH:12]=[CH:11][CH:10]=[CH:9][CH:8]=1. The catalyst is C(#N)C.O. The reactants are Br([O-])(=O)=O.[Na+].[CH2:6]([OH:13])[C:7]1[CH:12]=[CH:11][CH:10]=[CH:9][CH:8]=1.CC[O:16]CC.